Task: Predict the product of the given reaction.. Dataset: Forward reaction prediction with 1.9M reactions from USPTO patents (1976-2016) (1) Given the reactants [CH2:1]([C:3]1([CH2:25][CH3:26])[C:7](=[O:8])[O:6][CH:5]([CH2:9][CH2:10][N:11]2[CH2:16][CH2:15][N:14]([C:17]3[CH:24]=[CH:23][CH:22]=[CH:21][C:18]=3C#N)[CH2:13][CH2:12]2)[CH2:4]1)[CH3:2].[N+:27](C1C=CC(N2CCNCC2)=CC=1)([O-:29])=[O:28].N1(C2C=CC=CC=2C#N)CCNCC1, predict the reaction product. The product is: [CH2:25]([C:3]1([CH2:1][CH3:2])[CH2:4][CH:5]([CH2:9][CH2:10][N:11]2[CH2:12][CH2:13][N:14]([C:17]3[CH:24]=[CH:23][C:22]([N+:27]([O-:29])=[O:28])=[CH:21][CH:18]=3)[CH2:15][CH2:16]2)[O:6][C:7]1=[O:8])[CH3:26]. (2) The product is: [Si:1]([O:8][CH2:9][CH2:10][CH2:11][C:12]#[C:13][Si:20]([CH3:22])([CH3:21])[CH3:19])([C:4]([CH3:5])([CH3:6])[CH3:7])([CH3:3])[CH3:2]. Given the reactants [Si:1]([O:8][CH2:9][CH2:10][CH2:11][C:12]#[CH:13])([C:4]([CH3:7])([CH3:6])[CH3:5])([CH3:3])[CH3:2].C([Li])CCC.[CH3:19][Si:20](Cl)([CH3:22])[CH3:21], predict the reaction product. (3) Given the reactants [N:1]1[C:10]2[CH2:9][CH2:8][CH2:7][CH:6]([NH:11][CH2:12][CH2:13][CH2:14][CH2:15][N:16]3[C:24](=[O:25])[C:23]4[C:18](=[CH:19][CH:20]=[CH:21][CH:22]=4)[C:17]3=[O:26])[C:5]=2[N:4]=[CH:3][CH:2]=1.[C:27]([O:31][C:32]([N:34]1[C:38]2[CH:39]=[CH:40][CH:41]=[CH:42][C:37]=2[N:36]=[C:35]1[CH2:43]Cl)=[O:33])([CH3:30])([CH3:29])[CH3:28].[I-].[K+].C(N(C(C)C)CC)(C)C.C(=O)(O)[O-].[Na+], predict the reaction product. The product is: [C:27]([O:31][C:32]([N:34]1[C:38]2[CH:39]=[CH:40][CH:41]=[CH:42][C:37]=2[N:36]=[C:35]1[CH2:43][N:11]([CH2:12][CH2:13][CH2:14][CH2:15][N:16]1[C:17](=[O:26])[C:18]2[C:23](=[CH:22][CH:21]=[CH:20][CH:19]=2)[C:24]1=[O:25])[CH:6]1[CH2:7][CH2:8][CH2:9][C:10]2[N:1]=[CH:2][CH:3]=[N:4][C:5]1=2)=[O:33])([CH3:30])([CH3:29])[CH3:28]. (4) Given the reactants [CH2:1]([O:8][C:9]1[CH:10]=[C:11]([CH:16]=[C:17]([OH:19])[CH:18]=1)[C:12]([O:14][CH3:15])=[O:13])[C:2]1[CH:7]=[CH:6][CH:5]=[CH:4][CH:3]=1.C1(P(C2C=CC=CC=2)C2C=CC=CC=2)C=CC=CC=1.[CH3:39][O:40][CH2:41][C@H:42](O)[CH3:43].N(C(OC(C)C)=O)=NC(OC(C)C)=O, predict the reaction product. The product is: [CH2:1]([O:8][C:9]1[CH:10]=[C:11]([CH:16]=[C:17]([O:19][C@@H:42]([CH3:43])[CH2:41][O:40][CH3:39])[CH:18]=1)[C:12]([O:14][CH3:15])=[O:13])[C:2]1[CH:3]=[CH:4][CH:5]=[CH:6][CH:7]=1.